This data is from Forward reaction prediction with 1.9M reactions from USPTO patents (1976-2016). The task is: Predict the product of the given reaction. (1) Given the reactants [Li]CCCC.C(NC(C)C)(C)C.[CH3:13][N:14]1[CH2:19][CH2:18][C:17](=[O:20])[CH2:16][CH2:15]1.C1(N([C:28]([C:30]([F:33])([F:32])[F:31])=[O:29])[C:28]([C:30]([F:33])([F:32])[F:31])=[O:29])C=CC=CC=1, predict the reaction product. The product is: [CH3:13][N:14]1[CH2:19][CH:18]=[C:17]([O:20][C:28](=[O:29])[C:30]([F:33])([F:32])[F:31])[CH2:16][CH2:15]1. (2) Given the reactants [C:1]([C:4]1[C:12]2[C:7](=[CH:8][CH:9]=[C:10]([NH:13][C:14]3[CH:15]=[N:16][CH:17]=[N:18][CH:19]=3)[CH:11]=2)[N:6]([CH2:20][C:21]([O:23]C(C)(C)C)=[O:22])[CH:5]=1)(=[O:3])[CH3:2], predict the reaction product. The product is: [C:1]([C:4]1[C:12]2[C:7](=[CH:8][CH:9]=[C:10]([NH:13][C:14]3[CH:15]=[N:16][CH:17]=[N:18][CH:19]=3)[CH:11]=2)[N:6]([CH2:20][C:21]([OH:23])=[O:22])[CH:5]=1)(=[O:3])[CH3:2].